The task is: Predict the product of the given reaction.. This data is from Forward reaction prediction with 1.9M reactions from USPTO patents (1976-2016). (1) Given the reactants [O:1]=[C:2]1[C:10]2[C:5](=[CH:6][CH:7]=[CH:8][CH:9]=2)[C:4](=[O:11])[N:3]1[CH2:12][CH:13]([NH:23][C:24]1[CH:31]=[CH:30][C:27]([C:28]#[N:29])=[CH:26][CH:25]=1)[C:14]1[CH:19]=[CH:18][C:17]([OH:20])=[C:16]([O:21][CH3:22])[CH:15]=1.C1(P(C2C=CC=CC=2)C2C=CC=CC=2)C=CC=CC=1.[Cl:51][CH2:52][C@H:53]([C:55]1[CH:60]=[CH:59][CH:58]=[CH:57][CH:56]=1)O.CCOC(/N=N/C(OCC)=O)=O, predict the reaction product. The product is: [Cl:51][CH2:52][CH:53]([C:55]1[CH:60]=[CH:59][CH:58]=[CH:57][CH:56]=1)[O:20][C:17]1[CH:18]=[CH:19][C:14]([CH:13]([NH:23][C:24]2[CH:25]=[CH:26][C:27]([C:28]#[N:29])=[CH:30][CH:31]=2)[CH2:12][N:3]2[C:4](=[O:11])[C:5]3[C:10](=[CH:9][CH:8]=[CH:7][CH:6]=3)[C:2]2=[O:1])=[CH:15][C:16]=1[O:21][CH3:22]. (2) The product is: [F:1][C:2]1[CH:3]=[CH:4][C:5]([N:8]2[CH2:13][CH2:12][N:11]([S:21]([CH3:20])(=[O:23])=[O:22])[CH2:10][CH2:9]2)=[CH:6][CH:7]=1. Given the reactants [F:1][C:2]1[CH:7]=[CH:6][C:5]([N:8]2[CH2:13][CH2:12][NH:11][CH2:10][CH2:9]2)=[CH:4][CH:3]=1.N1C=CC=CC=1.[CH3:20][S:21](Cl)(=[O:23])=[O:22], predict the reaction product. (3) Given the reactants C([O:3][C:4]([C:6]1[S:10][C:9]([CH:11]2[CH2:16][CH2:15][CH2:14][N:13]([C:17]([O:19][C:20]([CH3:23])([CH3:22])[CH3:21])=[O:18])[CH2:12]2)=[N:8][C:7]=1[C:24]1[CH:29]=[CH:28][C:27]([O:30][C:31]2[CH:36]=[CH:35][CH:34]=[CH:33][CH:32]=2)=[CH:26][CH:25]=1)=[O:5])C.[Li+].[OH-], predict the reaction product. The product is: [C:20]([O:19][C:17]([N:13]1[CH2:14][CH2:15][CH2:16][CH:11]([C:9]2[S:10][C:6]([C:4]([OH:5])=[O:3])=[C:7]([C:24]3[CH:25]=[CH:26][C:27]([O:30][C:31]4[CH:32]=[CH:33][CH:34]=[CH:35][CH:36]=4)=[CH:28][CH:29]=3)[N:8]=2)[CH2:12]1)=[O:18])([CH3:23])([CH3:21])[CH3:22].